From a dataset of Forward reaction prediction with 1.9M reactions from USPTO patents (1976-2016). Predict the product of the given reaction. The product is: [Br:15][C:16]1[CH:17]=[N:18][N:19]2[CH:24]=[CH:23][C:22]([N:8]3[C@@H:7]([C:2]4[CH:3]=[CH:4][CH:5]=[CH:6][N:1]=4)[CH2:11][O:10][C:9]3=[O:12])=[N:21][C:20]=12. Given the reactants [N:1]1[CH:6]=[CH:5][CH:4]=[CH:3][C:2]=1[C@H:7]1[CH2:11][O:10][C:9](=[O:12])[NH:8]1.[H-].[Na+].[Br:15][C:16]1[CH:17]=[N:18][N:19]2[CH:24]=[CH:23][C:22](Cl)=[N:21][C:20]=12.O, predict the reaction product.